This data is from Catalyst prediction with 721,799 reactions and 888 catalyst types from USPTO. The task is: Predict which catalyst facilitates the given reaction. (1) Product: [Cl:51][C:39]1[CH:38]=[CH:37][C:36]([C:4]2[C:5]([C@@H:8]([NH:18][C:19](=[O:35])[CH2:20][N:21]3[C:25]4[C:26]([F:30])([F:31])[C@@H:27]5[CH2:29][C@@H:28]5[C:24]=4[C:23]([CH:32]([F:33])[F:34])=[N:22]3)[CH2:9][C:10]3[CH:15]=[C:14]([F:16])[CH:13]=[C:12]([F:17])[CH:11]=3)=[N:6][CH:7]=[C:2]([C:59]3[CH:58]=[N:57][N:56]([CH:54]4[CH2:55][O:52][CH2:53]4)[CH:60]=3)[CH:3]=2)=[C:44]2[C:40]=1[C:41]([NH:46][S:47]([CH3:50])(=[O:48])=[O:49])=[N:42][N:43]2[CH3:45]. The catalyst class is: 70. Reactant: Br[C:2]1[CH:3]=[C:4]([C:36]2[CH:37]=[CH:38][C:39]([Cl:51])=[C:40]3[C:44]=2[N:43]([CH3:45])[N:42]=[C:41]3[NH:46][S:47]([CH3:50])(=[O:49])=[O:48])[C:5]([C@@H:8]([NH:18][C:19](=[O:35])[CH2:20][N:21]2[C:25]3[C:26]([F:31])([F:30])[C@@H:27]4[CH2:29][C@@H:28]4[C:24]=3[C:23]([CH:32]([F:34])[F:33])=[N:22]2)[CH2:9][C:10]2[CH:15]=[C:14]([F:16])[CH:13]=[C:12]([F:17])[CH:11]=2)=[N:6][CH:7]=1.[O:52]1[CH2:55][CH:54]([N:56]2[CH:60]=[C:59](B3OC(C)(C)C(C)(C)O3)[CH:58]=[N:57]2)[CH2:53]1.C([O-])([O-])=O.[K+].[K+]. (2) The catalyst class is: 318. Reactant: Br[C:2]1[CH:7]=[CH:6][C:5]([C:8](=[O:10])[CH3:9])=[CH:4][CH:3]=1.[CH2:11]=[CH:12][C:13]1[CH:18]=[CH:17][CH:16]=[CH:15][CH:14]=1.C(N(CC)CC)C. Product: [C:8]([C:5]1[CH:6]=[CH:7][C:2](/[CH:11]=[CH:12]/[C:13]2[CH:18]=[CH:17][CH:16]=[CH:15][CH:14]=2)=[CH:3][CH:4]=1)(=[O:10])[CH3:9]. (3) Product: [Cl:15][C:4]1[C:5]2[CH:10]=[CH:9][CH:8]=[CH:7][C:6]=2[S:2](=[O:12])(=[O:1])[N:3]=1. Reactant: [O:1]=[S:2]1(=[O:12])[C:6]2[CH:7]=[CH:8][CH:9]=[CH:10][C:5]=2[C:4](=O)[NH:3]1.S(Cl)([Cl:15])=O. The catalyst class is: 887. (4) Reactant: [O:1]1[C:5]2([CH2:10][CH2:9][C:8](=[O:11])[CH2:7][CH2:6]2)[O:4][CH2:3][CH2:2]1.[AlH4-].[Li+]. Product: [O:1]1[C:5]2([CH2:10][CH2:9][CH:8]([OH:11])[CH2:7][CH2:6]2)[O:4][CH2:3][CH2:2]1. The catalyst class is: 28. (5) Reactant: [Cl:1][C:2]1[CH:3]=[C:4]([NH:16][C:17]2[C:29]3[C:28]4[CH2:27][CH2:26][N:25]([C:30](=[O:36])[CH:31]=[CH:32][CH2:33][CH2:34][OH:35])[CH2:24][C:23]=4[S:22][C:21]=3[N:20]=[CH:19][N:18]=2)[CH:5]=[CH:6][C:7]=1[O:8][CH2:9][C:10]1[CH:15]=[CH:14][CH:13]=[CH:12][N:11]=1.C(N(CC)CC)C.[CH3:44][S:45](Cl)(=[O:47])=[O:46]. Product: [Cl:1][C:2]1[CH:3]=[C:4]([NH:16][C:17]2[C:29]3[C:28]4[CH2:27][CH2:26][N:25]([C:30](=[O:36])[CH:31]=[CH:32][CH2:33][CH2:34][O:35][S:45]([CH3:44])(=[O:47])=[O:46])[CH2:24][C:23]=4[S:22][C:21]=3[N:20]=[CH:19][N:18]=2)[CH:5]=[CH:6][C:7]=1[O:8][CH2:9][C:10]1[CH:15]=[CH:14][CH:13]=[CH:12][N:11]=1. The catalyst class is: 1.